Predict the reactants needed to synthesize the given product. From a dataset of Full USPTO retrosynthesis dataset with 1.9M reactions from patents (1976-2016). Given the product [Cl:26][CH:20]=[C:9]1[C:10]2([CH2:13][CH2:12][CH2:11]2)[O:14][C:15]2[C:7](=[C:6]([CH3:23])[C:5]([OH:4])=[C:17]([CH3:18])[C:16]=2[CH3:19])[C:8]1=[O:22], predict the reactants needed to synthesize it. The reactants are: COC[O:4][C:5]1[C:6]([CH3:23])=[C:7]2[C:15](=[C:16]([CH3:19])[C:17]=1[CH3:18])[O:14][C:10]1([CH2:13][CH2:12][CH2:11]1)[CH:9]([CH:20]=O)[C:8]2=[O:22].O=S(Cl)[Cl:26].